This data is from Reaction yield outcomes from USPTO patents with 853,638 reactions. The task is: Predict the reaction yield, written as a fraction of the theoretical maximum amount of product (1.0 means a 100% yield; for example, 0.34 means a 34% yield). (1) The reactants are [Li]CCCC.[CH3:6][CH:7]1[CH2:15][C:14]2[C:9](=[CH:10][CH:11]=[CH:12][CH:13]=2)[C:8]1=O.Br[C:18]1[CH:27]=[CH:26][C:25]2[C:20](=[CH:21][CH:22]=[CH:23][CH:24]=2)[N:19]=1.Cl.N. The catalyst is C1COCC1. The product is [N:19]1[C:20]2[C:25](=[CH:24][CH:23]=[CH:22][C:21]=2[CH:8]2[C:9]3[C:14](=[CH:13][CH:12]=[CH:11][CH:10]=3)[CH:15]=[C:7]2[CH3:6])[CH:26]=[CH:27][CH:18]=1. The yield is 0.450. (2) The reactants are [F:1][C:2]1[C:3]([NH:16][C@H:17]2[CH2:21][CH2:20][NH:19][CH2:18]2)=[C:4]2[C:8](=[C:9]([C:11]([NH2:13])=[O:12])[CH:10]=1)[NH:7][C:6]([CH3:14])=[C:5]2[CH3:15].C([O-])([O-])=O.[Cs+].[Cs+].[N:28]#[C:29]Br.C(#N)C. The catalyst is CN(C=O)C.O. The product is [C:29]([N:19]1[CH2:20][CH2:21][C@H:17]([NH:16][C:3]2[C:2]([F:1])=[CH:10][C:9]([C:11]([NH2:13])=[O:12])=[C:8]3[C:4]=2[C:5]([CH3:15])=[C:6]([CH3:14])[NH:7]3)[CH2:18]1)#[N:28]. The yield is 0.170. (3) The reactants are [CH:1]([N:4]1[C:8]([C:9]2[N:18]=[C:17]3[N:11]([CH2:12][CH2:13][O:14][C:15]4[CH:22]=[C:21](O)[N:20]=[CH:19][C:16]=43)[CH:10]=2)=[N:7][CH:6]=[N:5]1)([CH3:3])[CH3:2].[NH:24]1[CH2:29][CH2:28][O:27][CH2:26][CH2:25]1. No catalyst specified. The product is [CH:1]([N:4]1[C:8]([C:9]2[N:18]=[C:17]3[C:16]4[CH:19]=[N:20][C:21]([N:24]5[CH2:29][CH2:28][O:27][CH2:26][CH2:25]5)=[CH:22][C:15]=4[O:14][CH2:13][CH2:12][N:11]3[CH:10]=2)=[N:7][CH:6]=[N:5]1)([CH3:3])[CH3:2]. The yield is 0.440. (4) The reactants are [OH:1][C:2]1[CH:7]=[CH:6][C:5]([C:8]2([C:11]([N:13]3[CH2:17][CH2:16][C@@:15]4([C:21]5[CH:22]=[CH:23][CH:24]=[CH:25][C:20]=5[C:19](=[O:26])[O:18]4)[CH2:14]3)=[O:12])[CH2:10][CH2:9]2)=[CH:4][CH:3]=1.[N:27]([C:35](OC(C)C)=O)=NC(OC(C)C)=O.[C:54]1(P([C:54]2[CH:59]=[CH:58][CH:57]=[CH:56][CH:55]=2)[C:54]2[CH:59]=[CH:58][CH:57]=[CH:56][CH:55]=2)[CH:59]=[CH:58][CH:57]=[CH:56][CH:55]=1. The catalyst is O1CCCC1. The product is [N:27]1[CH:35]=[CH:55][CH:56]=[CH:57][C:58]=1[CH2:59][CH2:54][O:1][C:2]1[CH:7]=[CH:6][C:5]([C:8]2([C:11]([N:13]3[CH2:17][CH2:16][C@@:15]4([C:21]5[CH:22]=[CH:23][CH:24]=[CH:25][C:20]=5[C:19](=[O:26])[O:18]4)[CH2:14]3)=[O:12])[CH2:10][CH2:9]2)=[CH:4][CH:3]=1. The yield is 0.330.